Dataset: Forward reaction prediction with 1.9M reactions from USPTO patents (1976-2016). Task: Predict the product of the given reaction. Given the reactants Cl[C:2]1[CH:7]=[CH:6][N:5]=[C:4]([NH2:8])[CH:3]=1.C([O-])([O-])=O.[K+].[K+].[NH:15]1[CH2:20][CH2:19][O:18][CH2:17][CH2:16]1, predict the reaction product. The product is: [O:18]1[CH2:19][CH2:20][N:15]([C:6]2[N:5]=[C:4]([NH2:8])[CH:3]=[CH:2][CH:7]=2)[CH2:16][CH2:17]1.